This data is from Peptide-MHC class I binding affinity with 185,985 pairs from IEDB/IMGT. The task is: Regression. Given a peptide amino acid sequence and an MHC pseudo amino acid sequence, predict their binding affinity value. This is MHC class I binding data. (1) The peptide sequence is YRSGIIAVV. The MHC is HLA-B58:01 with pseudo-sequence HLA-B58:01. The binding affinity (normalized) is 0. (2) The peptide sequence is LFNIAQRIL. The MHC is HLA-A02:01 with pseudo-sequence HLA-A02:01. The binding affinity (normalized) is 0. (3) The peptide sequence is SQDTTIPDV. The MHC is HLA-A02:01 with pseudo-sequence HLA-A02:01. The binding affinity (normalized) is 0.207. (4) The peptide sequence is LPNRRHHLI. The MHC is HLA-A02:03 with pseudo-sequence HLA-A02:03. The binding affinity (normalized) is 0.0847. (5) The peptide sequence is ADELEKIRL. The MHC is Mamu-A11 with pseudo-sequence Mamu-A11. The binding affinity (normalized) is 0.353. (6) The peptide sequence is KVSWRWMVY. The MHC is HLA-A69:01 with pseudo-sequence HLA-A69:01. The binding affinity (normalized) is 0.0847. (7) The peptide sequence is LILNFLDWI. The MHC is HLA-A68:02 with pseudo-sequence HLA-A68:02. The binding affinity (normalized) is 0.432. (8) The peptide sequence is YTMELCGAM. The MHC is HLA-B83:01 with pseudo-sequence HLA-B83:01. The binding affinity (normalized) is 0.213.